From a dataset of Catalyst prediction with 721,799 reactions and 888 catalyst types from USPTO. Predict which catalyst facilitates the given reaction. (1) Reactant: Cl.[CH3:2][O:3][C:4]1[CH:5]=[C:6]([C:12]2[C@@H:21]3[C@@H:16]([CH2:17][CH2:18][CH2:19][CH2:20]3)[C:15](=[O:22])[N:14]([CH:23]3[CH2:28][CH2:27][NH:26][CH2:25][CH2:24]3)[N:13]=2)[CH:7]=[CH:8][C:9]=1[O:10][CH3:11].[C:29]([O:33][C:34]([NH:36][C@@H:37]([C:45](O)=[O:46])[CH2:38][C:39]1[CH:44]=[CH:43][CH:42]=[CH:41][CH:40]=1)=[O:35])([CH3:32])([CH3:31])[CH3:30].CCOC(C(C#N)=NOC(N1CCOCC1)=[N+](C)C)=O.F[P-](F)(F)(F)(F)F.CCN(C(C)C)C(C)C.C(=O)(O)[O-].[Na+]. Product: [CH3:2][O:3][C:4]1[CH:5]=[C:6]([C:12]2[C@H:21]3[C@H:16]([CH2:17][CH2:18][CH2:19][CH2:20]3)[C:15](=[O:22])[N:14]([CH:23]3[CH2:24][CH2:25][N:26]([C:45](=[O:46])[C@H:37]([NH:36][C:34](=[O:35])[O:33][C:29]([CH3:30])([CH3:31])[CH3:32])[CH2:38][C:39]4[CH:44]=[CH:43][CH:42]=[CH:41][CH:40]=4)[CH2:27][CH2:28]3)[N:13]=2)[CH:7]=[CH:8][C:9]=1[O:10][CH3:11]. The catalyst class is: 2. (2) Reactant: [C:1]([CH2:3][C:4]([O:6][CH2:7][CH3:8])=[O:5])#[N:2].Cl[CH2:10][CH2:11][O:12][CH2:13][CH2:14]Cl.C(=O)([O-])[O-].[K+].[K+]. The catalyst class is: 9. Product: [C:1]([C:3]1([C:4]([O:6][CH2:7][CH3:8])=[O:5])[CH2:14][CH2:13][O:12][CH2:11][CH2:10]1)#[N:2]. (3) Reactant: [CH2:1]([C:3]1[S:7][C:6]([N:8]=[CH:9]OCC)=[C:5]([C:13]#[N:14])[CH:4]=1)[CH3:2].[NH3:15]. Product: [CH2:1]([C:3]1[S:7][C:6]2[N:8]=[CH:9][N:15]=[C:13]([NH2:14])[C:5]=2[CH:4]=1)[CH3:2]. The catalyst class is: 449. (4) Reactant: [Cl-].[Al+3].[Cl-].[Cl-].[Cl:5][C:6]1[CH:14]=[CH:13][C:9]([C:10](Cl)=[O:11])=[CH:8][C:7]=1[S:15](=[O:18])(=[O:17])[NH2:16].[C:19]1([O:25][CH3:26])[CH:24]=[CH:23][CH:22]=[CH:21][CH:20]=1. Product: [Cl:5][C:6]1[CH:14]=[CH:13][C:9]([C:10](=[O:11])[C:22]2[CH:23]=[CH:24][C:19]([O:25][CH3:26])=[CH:20][CH:21]=2)=[CH:8][C:7]=1[S:15]([NH2:16])(=[O:18])=[O:17]. The catalyst class is: 4. (5) Reactant: [CH3:1][C:2]1[CH:3]=[C:4]([C:17]([O:19][CH3:20])=[O:18])[C:5]2[O:9][C:8]([CH2:10][O:11][Si](C)(C)C)=[CH:7][C:6]=2[CH:16]=1.CCCC[N+](CCCC)(CCCC)CCCC.[F-]. Product: [OH:11][CH2:10][C:8]1[O:9][C:5]2[C:4]([C:17]([O:19][CH3:20])=[O:18])=[CH:3][C:2]([CH3:1])=[CH:16][C:6]=2[CH:7]=1. The catalyst class is: 7.